This data is from Forward reaction prediction with 1.9M reactions from USPTO patents (1976-2016). The task is: Predict the product of the given reaction. (1) Given the reactants [CH3:1][C:2]1[N:3]=[CH:4][C:5]([C:8]2[N:9]([C:13]([O:15][C:16]([CH3:19])([CH3:18])[CH3:17])=[O:14])[CH:10]=[CH:11][CH:12]=2)=[N:6][CH:7]=1.[Br:20]N1C(=O)CCC1=O.O, predict the reaction product. The product is: [Br:20][C:10]1[N:9]([C:13]([O:15][C:16]([CH3:19])([CH3:18])[CH3:17])=[O:14])[C:8]([C:5]2[CH:4]=[N:3][C:2]([CH3:1])=[CH:7][N:6]=2)=[CH:12][CH:11]=1. (2) Given the reactants [CH3:1][C:2]1([CH3:28])[CH2:7][CH2:6][CH:5]([C:8]2[CH:9]=[C:10]([N:20]3[CH2:25][C@H:24]([CH3:26])[O:23][C@H:22]([CH3:27])[CH2:21]3)[CH:11]=[CH:12][C:13]=2[N:14]2[CH2:19][CH2:18][NH:17][CH2:16][CH2:15]2)[CH2:4][CH2:3]1.Br[CH2:30][CH:31]1[CH2:34][CH2:33][CH2:32]1.C(=O)([O-])[O-].[K+].[K+].C(=O)([O-])O.[Na+], predict the reaction product. The product is: [CH:31]1([CH2:30][N:17]2[CH2:16][CH2:15][N:14]([C:13]3[CH:12]=[CH:11][C:10]([N:20]4[CH2:25][C@H:24]([CH3:26])[O:23][C@H:22]([CH3:27])[CH2:21]4)=[CH:9][C:8]=3[CH:5]3[CH2:4][CH2:3][C:2]([CH3:28])([CH3:1])[CH2:7][CH2:6]3)[CH2:19][CH2:18]2)[CH2:34][CH2:33][CH2:32]1.